Regression. Given a peptide amino acid sequence and an MHC pseudo amino acid sequence, predict their binding affinity value. This is MHC class I binding data. From a dataset of Peptide-MHC class I binding affinity with 185,985 pairs from IEDB/IMGT. (1) The peptide sequence is GYEEFTMV. The MHC is H-2-Kb with pseudo-sequence H-2-Kb. The binding affinity (normalized) is 0.0735. (2) The peptide sequence is YPQLSAIAL. The binding affinity (normalized) is 0.0847. The MHC is HLA-A30:01 with pseudo-sequence HLA-A30:01. (3) The peptide sequence is KTSTLIFFV. The MHC is HLA-B53:01 with pseudo-sequence HLA-B53:01. The binding affinity (normalized) is 0.111. (4) The peptide sequence is ISIIVLFQR. The MHC is H-2-Db with pseudo-sequence H-2-Db. The binding affinity (normalized) is 0.128. (5) The binding affinity (normalized) is 0.729. The MHC is HLA-B08:01 with pseudo-sequence HLA-B08:01. The peptide sequence is FLKHKQSCA.